This data is from Forward reaction prediction with 1.9M reactions from USPTO patents (1976-2016). The task is: Predict the product of the given reaction. (1) Given the reactants [O:1]=[C:2]1[N:6]([C:7]([O:9][C:10]([CH3:13])([CH3:12])[CH3:11])=[O:8])[C@H:5]([C:14]([O:16][C:17]([CH3:20])([CH3:19])[CH3:18])=[O:15])[CH2:4][CH2:3]1.C([BH-](CC)CC)C.[Li+].C(=O)(O)[O-].[Na+].OO, predict the reaction product. The product is: [OH:1][CH:2]1[N:6]([C:7]([O:9][C:10]([CH3:13])([CH3:12])[CH3:11])=[O:8])[C@H:5]([C:14]([O:16][C:17]([CH3:20])([CH3:19])[CH3:18])=[O:15])[CH2:4][CH2:3]1. (2) Given the reactants [NH2:1][C:2]1[CH:18]=[CH:17][C:16]([N:19]2[CH2:25][CH2:24][CH2:23][N:22]([CH3:26])[CH2:21][CH2:20]2)=[CH:15][C:3]=1[C:4]([NH:6][C:7]1[CH:12]=[C:11]([NH2:13])[CH:10]=[CH:9][C:8]=1[CH3:14])=[O:5].[CH2:27](OC(OCC)OCC)C, predict the reaction product. The product is: [NH2:13][C:11]1[CH:10]=[CH:9][C:8]([CH3:14])=[C:7]([N:6]2[C:4](=[O:5])[C:3]3[C:2](=[CH:18][CH:17]=[C:16]([N:19]4[CH2:25][CH2:24][CH2:23][N:22]([CH3:26])[CH2:21][CH2:20]4)[CH:15]=3)[N:1]=[CH:27]2)[CH:12]=1. (3) Given the reactants [C:1]([C:4]1[CH:5]=[CH:6][C:7]([NH:10][C:11](=[O:28])[CH:12]([NH:16][C:17](=[O:27])[CH2:18][C:19]2[CH:24]=[C:23]([F:25])[CH:22]=[C:21]([F:26])[CH:20]=2)[CH2:13][CH2:14][CH3:15])=[N:8][CH:9]=1)(=O)[CH3:2].[CH3:29][N:30]1[CH2:35][CH2:34][NH:33][CH2:32][CH2:31]1.C(O[BH-](OC(=O)C)OC(=O)C)(=O)C.[Na+].C([BH3-])#N.[Na+], predict the reaction product. The product is: [CH3:29][N:30]1[CH2:35][CH2:34][N:33]([CH:1]([C:4]2[CH:5]=[CH:6][C:7]([NH:10][C:11](=[O:28])[CH:12]([NH:16][C:17](=[O:27])[CH2:18][C:19]3[CH:24]=[C:23]([F:25])[CH:22]=[C:21]([F:26])[CH:20]=3)[CH2:13][CH2:14][CH3:15])=[N:8][CH:9]=2)[CH3:2])[CH2:32][CH2:31]1. (4) Given the reactants Br[C:2]1[CH:3]=[C:4]([CH:9]=[CH:10][C:11]=1[CH2:12][NH:13][C:14]1([CH2:17][OH:18])[CH2:16][CH2:15]1)[C:5]([O:7][CH3:8])=[O:6].C([O-])([O-])=O.[K+].[K+], predict the reaction product. The product is: [C:14]12([NH:13][CH2:12][C:11]3[CH:10]=[CH:9][C:4]([C:5]([O:7][CH3:8])=[O:6])=[CH:3][C:2]=3[O:18][CH2:17]1)[CH2:16][CH2:15]2.